From a dataset of Forward reaction prediction with 1.9M reactions from USPTO patents (1976-2016). Predict the product of the given reaction. (1) Given the reactants Cl[C:2]1[C:7]([N+:8]([O-:10])=[O:9])=[CH:6][CH:5]=[C:4]([Cl:11])[N:3]=1.C(=O)([O-])[O-].[Na+].[Na+].COC1C=CC(C2N=C3[N:32]([CH2:35][C:36]4[CH:37]=[C:38]5[C:43](=[CH:44][CH:45]=4)[N:42]=[CH:41][CH:40]=[CH:39]5)N=NC3=CC=2)=CC=1.O, predict the reaction product. The product is: [Cl:11][C:4]1[N:3]=[C:2]([NH:32][CH2:35][C:36]2[CH:37]=[C:38]3[C:43](=[CH:44][CH:45]=2)[N:42]=[CH:41][CH:40]=[CH:39]3)[C:7]([N+:8]([O-:10])=[O:9])=[CH:6][CH:5]=1. (2) Given the reactants [F:1][C:2]([F:27])([F:26])[C:3]([F:25])([C:21]([F:24])([F:23])[F:22])[CH2:4][CH:5]([C:17]([F:20])([F:19])[F:18])[CH2:6][CH:7]([C:13]([F:16])([F:15])[F:14])[CH2:8][CH2:9][CH2:10][CH2:11]I.C(O)C.[C:31]([S-:33])#[N:32].[K+], predict the reaction product. The product is: [F:1][C:2]([F:27])([F:26])[C:3]([F:25])([C:21]([F:24])([F:23])[F:22])[CH2:4][CH:5]([C:17]([F:20])([F:19])[F:18])[CH2:6][CH:7]([C:13]([F:16])([F:15])[F:14])[CH2:8][CH2:9][CH2:10][CH2:11][S:33][C:31]#[N:32]. (3) Given the reactants [CH:1]1[C:10]2[C:5](=[CH:6][CH:7]=[CH:8][CH:9]=2)[CH:4]=[C:3]([NH:11][C:12](=[O:32])[O:13][CH2:14][C@@H:15]([N:18]([CH3:31])[C:19]([NH:21][CH2:22][C:23]2[CH:28]=[CH:27][CH:26]=[C:25]([F:29])[C:24]=2[Cl:30])=[O:20])[CH2:16][NH2:17])[N:2]=1.FC(F)(F)S(O[CH2:39][CH:40]([F:42])[F:41])(=O)=O.CCN(C(C)C)C(C)C, predict the reaction product. The product is: [CH:1]1[C:10]2[C:5](=[CH:6][CH:7]=[CH:8][CH:9]=2)[CH:4]=[C:3]([NH:11][C:12](=[O:32])[O:13][CH2:14][C@@H:15]([N:18]([CH3:31])[C:19]([NH:21][CH2:22][C:23]2[CH:28]=[CH:27][CH:26]=[C:25]([F:29])[C:24]=2[Cl:30])=[O:20])[CH2:16][NH:17][CH2:39][CH:40]([F:42])[F:41])[N:2]=1. (4) Given the reactants [CH:1]1([CH2:7][CH2:8][CH2:9][C@@H:10]([C:19]2[O:23][N:22]=[C:21]([CH2:24]OS(C3C=CC(C)=CC=3)(=O)=O)[N:20]=2)[CH2:11][C:12]([O:14][C:15]([CH3:18])([CH3:17])[CH3:16])=[O:13])[CH2:6][CH2:5][CH2:4][CH2:3][CH2:2]1.[CH:36]1([NH2:42])[CH2:41][CH2:40][CH2:39][CH2:38][CH2:37]1, predict the reaction product. The product is: [CH:1]1([CH2:7][CH2:8][CH2:9][C@@H:10]([C:19]2[O:23][N:22]=[C:21]([CH2:24][NH:42][CH:36]3[CH2:41][CH2:40][CH2:39][CH2:38][CH2:37]3)[N:20]=2)[CH2:11][C:12]([O:14][C:15]([CH3:17])([CH3:18])[CH3:16])=[O:13])[CH2:6][CH2:5][CH2:4][CH2:3][CH2:2]1. (5) The product is: [CH2:36]([O:43][CH2:44][CH2:45][CH2:46][C:47]1[CH:52]=[CH:51][C:50]([CH2:53][C@H:11]([C:12]([O:14][C:15]([CH3:16])([CH3:18])[CH3:17])=[O:13])[CH2:10][C@@H:9]([C:19]([O:21][C:22]([CH3:25])([CH3:24])[CH3:23])=[O:20])[NH:8][C:6]([O:5][C:1]([CH3:4])([CH3:2])[CH3:3])=[O:7])=[CH:49][CH:48]=1)[C:37]1[CH:38]=[CH:39][CH:40]=[CH:41][CH:42]=1. Given the reactants [C:1]([O:5][C:6]([NH:8][C@H:9]([C:19]([O:21][C:22]([CH3:25])([CH3:24])[CH3:23])=[O:20])[CH2:10][CH2:11][C:12]([O:14][C:15]([CH3:18])([CH3:17])[CH3:16])=[O:13])=[O:7])([CH3:4])([CH3:3])[CH3:2].C[Si](C)(C)[N-][Si](C)(C)C.[Li+].[CH2:36]([O:43][CH2:44][CH2:45][CH2:46][C:47]1[CH:52]=[CH:51][C:50]([CH2:53]Br)=[CH:49][CH:48]=1)[C:37]1[CH:42]=[CH:41][CH:40]=[CH:39][CH:38]=1, predict the reaction product.